From a dataset of CYP2C19 inhibition data for predicting drug metabolism from PubChem BioAssay. Regression/Classification. Given a drug SMILES string, predict its absorption, distribution, metabolism, or excretion properties. Task type varies by dataset: regression for continuous measurements (e.g., permeability, clearance, half-life) or binary classification for categorical outcomes (e.g., BBB penetration, CYP inhibition). Dataset: cyp2c19_veith. (1) The compound is CC[N+](CC)(CC)CCOc1ccc(/C=C\c2ccccc2)cc1. The result is 0 (non-inhibitor). (2) The compound is N[C@H](Cc1cccc(-c2ccccc2CP(=O)(O)O)c1)C(=O)O. The result is 0 (non-inhibitor). (3) The compound is O=CN[C@@H](Cc1cnc[nH]1)C(=O)O. The result is 0 (non-inhibitor). (4) The compound is CN(C)c1ncc2nc(-c3cc(F)cc(F)c3)c(=O)n(C[C@H]3CCCO3)c2n1. The result is 0 (non-inhibitor). (5) The drug is Clc1ccccc1CN1CCc2sccc2C1. The result is 1 (inhibitor). (6) The drug is COCC(=O)N1CCC[C@@]2(CCN(Cc3ccccc3)C2)C1. The result is 0 (non-inhibitor).